This data is from Reaction yield outcomes from USPTO patents with 853,638 reactions. The task is: Predict the reaction yield, written as a fraction of the theoretical maximum amount of product (1.0 means a 100% yield; for example, 0.34 means a 34% yield). (1) The reactants are [Br:1][C:2]1[CH:3]=[C:4]([S:9]([NH2:12])(=[O:11])=[O:10])[CH:5]=[N:6][C:7]=1Cl.[F:13][C:14]1[CH:19]=[C:18]([F:20])[CH:17]=[CH:16][C:15]=1[OH:21].C(=O)([O-])[O-].[Cs+].[Cs+]. The catalyst is CS(C)=O. The product is [Br:1][C:2]1[CH:3]=[C:4]([S:9]([NH2:12])(=[O:11])=[O:10])[CH:5]=[N:6][C:7]=1[O:21][C:15]1[CH:16]=[CH:17][C:18]([F:20])=[CH:19][C:14]=1[F:13]. The yield is 0.726. (2) The reactants are [F:1][C:2]1[CH:10]=[C:9]2[C:5]([C:6]([C:20]3[CH:21]=[N:22][N:23]([CH2:25][CH:26]4[CH2:29][N:28](C(OC(C)(C)C)=O)[CH2:27]4)[CH:24]=3)=[CH:7][N:8]2[S:11]([C:14]2[CH:19]=[CH:18][CH:17]=[CH:16][CH:15]=2)(=[O:13])=[O:12])=[CH:4][CH:3]=1.C(O)(C(F)(F)F)=O. The catalyst is C(Cl)Cl. The product is [NH:28]1[CH2:27][CH:26]([CH2:25][N:23]2[CH:24]=[C:20]([C:6]3[C:5]4[C:9](=[CH:10][C:2]([F:1])=[CH:3][CH:4]=4)[N:8]([S:11]([C:14]4[CH:15]=[CH:16][CH:17]=[CH:18][CH:19]=4)(=[O:12])=[O:13])[CH:7]=3)[CH:21]=[N:22]2)[CH2:29]1. The yield is 1.00. (3) The reactants are OS(O)(=O)=O.[N+:6]([O-:9])(O)=[O:7].[F:10][C:11]1[C:19]([F:20])=[C:18]([F:21])[CH:17]=[CH:16][C:12]=1[C:13]([OH:15])=[O:14]. No catalyst specified. The product is [F:10][C:11]1[C:19]([F:20])=[C:18]([F:21])[C:17]([N+:6]([O-:9])=[O:7])=[CH:16][C:12]=1[C:13]([OH:15])=[O:14]. The yield is 0.920. (4) The reactants are [CH3:1][C:2]1[NH:3][C:4](=O)[C:5]2[C:10]3[CH2:11][CH2:12][CH2:13][CH2:14][C:9]=3[S:8][C:6]=2[N:7]=1.O=P(Cl)(Cl)[Cl:18].C(Cl)(Cl)Cl.CCCCCC. The catalyst is C(OC(=O)C)(=O)C. The product is [Cl:18][C:4]1[C:5]2[C:10]3[CH2:11][CH2:12][CH2:13][CH2:14][C:9]=3[S:8][C:6]=2[N:7]=[C:2]([CH3:1])[N:3]=1. The yield is 0.810. (5) The reactants are [CH2:1]([N:6]=[C:7]=[O:8])[CH2:2][CH2:3][CH2:4][CH3:5].[CH3:9][NH:10][C:11]1[CH:12]=[C:13]([C:17]2[CH:22]=[CH:21][C:20](/[CH:23]=[C:24](\[CH2:30][CH3:31])/[C:25]([O:27][CH2:28][CH3:29])=[O:26])=[CH:19][CH:18]=2)[CH:14]=[CH:15][CH:16]=1. No catalyst specified. The product is [CH2:1]([NH:6][C:7](=[O:8])[N:10]([C:11]1[CH:12]=[C:13]([C:17]2[CH:22]=[CH:21][C:20](/[CH:23]=[C:24](\[CH2:30][CH3:31])/[C:25]([O:27][CH2:28][CH3:29])=[O:26])=[CH:19][CH:18]=2)[CH:14]=[CH:15][CH:16]=1)[CH3:9])[CH2:2][CH2:3][CH2:4][CH3:5]. The yield is 1.00. (6) The reactants are Br[C:2]1[NH:3][C:4]2[C:9]([C:10]=1[CH:11]=[O:12])=[CH:8][C:7]([O:13][CH3:14])=[CH:6][CH:5]=2.[CH3:15][C:16]1[C:20](B(O)O)=[C:19]([CH3:24])[O:18][N:17]=1.C1C=CC(P(C2C=CC=CC=2)C2C=CC=CC=2)=CC=1.[O-]P([O-])([O-])=O.[K+].[K+].[K+]. The catalyst is C1COCC1.CC([O-])=O.CC([O-])=O.[Pd+2].O.C1(C)C=CC=CC=1.COCCOC. The product is [CH3:15][C:16]1[C:20]([C:2]2[NH:3][C:4]3[C:9]([C:10]=2[CH:11]=[O:12])=[CH:8][C:7]([O:13][CH3:14])=[CH:6][CH:5]=3)=[C:19]([CH3:24])[O:18][N:17]=1. The yield is 0.790.